This data is from Full USPTO retrosynthesis dataset with 1.9M reactions from patents (1976-2016). The task is: Predict the reactants needed to synthesize the given product. (1) Given the product [CH3:1][O:2][C:3]1[CH:4]=[CH:5][C:6]2[S:10][C:9]([S:11]([NH:17][C:18]3[CH:23]=[CH:22][CH:21]=[C:20]([C:24]4[NH:28][N:27]=[N:26][N:25]=4)[CH:19]=3)(=[O:13])=[O:12])=[C:8]([CH3:15])[C:7]=2[CH:16]=1, predict the reactants needed to synthesize it. The reactants are: [CH3:1][O:2][C:3]1[CH:4]=[CH:5][C:6]2[S:10][C:9]([S:11](Cl)(=[O:13])=[O:12])=[C:8]([CH3:15])[C:7]=2[CH:16]=1.[NH2:17][C:18]1[CH:19]=[C:20]([C:24]2[NH:28][N:27]=[N:26][N:25]=2)[CH:21]=[CH:22][CH:23]=1. (2) Given the product [Br:1][C:2]1[N:7]=[C:6]([C:8]2[CH2:13][CH2:12][N:11]([C:14]([O:16][C:17]([CH3:20])([CH3:19])[CH3:18])=[O:15])[CH2:10][CH:9]=2)[CH:5]=[CH:4][CH:3]=1, predict the reactants needed to synthesize it. The reactants are: [Br:1][C:2]1[N:7]=[C:6]([C:8]2(O)[CH2:13][CH2:12][N:11]([C:14]([O:16][C:17]([CH3:20])([CH3:19])[CH3:18])=[O:15])[CH2:10][CH2:9]2)[CH:5]=[CH:4][CH:3]=1.O=P(Cl)(Cl)Cl.C(=O)([O-])O.[Na+].